Dataset: Full USPTO retrosynthesis dataset with 1.9M reactions from patents (1976-2016). Task: Predict the reactants needed to synthesize the given product. Given the product [CH3:1][O:2][C:3]1[CH:11]=[C:10]([CH3:12])[CH:9]=[CH:8][C:4]=1[CH2:5][NH2:7], predict the reactants needed to synthesize it. The reactants are: [CH3:1][O:2][C:3]1[CH:11]=[C:10]([CH3:12])[CH:9]=[CH:8][C:4]=1[C:5]([NH2:7])=O.B.C1COCC1.Cl.